From a dataset of Catalyst prediction with 721,799 reactions and 888 catalyst types from USPTO. Predict which catalyst facilitates the given reaction. (1) Reactant: [F:1][C:2]1[CH:3]=[C:4]([CH2:9][C:10]([OH:12])=[O:11])[CH:5]=[CH:6][C:7]=1[OH:8].[CH3:13]O. Product: [F:1][C:2]1[CH:3]=[C:4]([CH2:9][C:10]([O:12][CH3:13])=[O:11])[CH:5]=[CH:6][C:7]=1[OH:8]. The catalyst class is: 82. (2) Reactant: [CH3:1][C:2]1[S:3][CH:4]=[C:5]([CH2:7]O)[N:6]=1.[C:9]([O:13][C:14]([N:16]1[CH2:21][CH2:20][N:19]([C:22]2[CH:27]=[N:26][CH:25]=[C:24](Cl)[N:23]=2)[CH2:18][CH2:17]1)=[O:15])([CH3:12])([CH3:11])[CH3:10].[OH-].[K+].C1OCCOCCOCCOCCOCC[O:33]C1. Product: [C:9]([O:13][C:14]([N:16]1[CH2:21][CH2:20][N:19]([C:22]2[CH:27]=[N:26][CH:25]=[C:24]([O:33][CH2:1][C:2]3[S:3][CH:4]=[C:5]([CH3:7])[N:6]=3)[N:23]=2)[CH2:18][CH2:17]1)=[O:15])([CH3:12])([CH3:11])[CH3:10]. The catalyst class is: 11.